This data is from Catalyst prediction with 721,799 reactions and 888 catalyst types from USPTO. The task is: Predict which catalyst facilitates the given reaction. (1) Reactant: [I:1][C:2]1[C:10]2[C:5](=[CH:6][CH:7]=[C:8]([S:11]([CH3:14])(=[O:13])=[O:12])[CH:9]=2)[NH:4][N:3]=1.[CH3:15]C([O-])(C)C.[K+].IC. Product: [I:1][C:2]1[C:10]2[C:5](=[CH:6][CH:7]=[C:8]([S:11]([CH3:14])(=[O:12])=[O:13])[CH:9]=2)[N:4]([CH3:15])[N:3]=1. The catalyst class is: 1. (2) Reactant: [Cl:1][C:2]1[CH:30]=[CH:29][CH:28]=[CH:27][C:3]=1[C:4]([NH:6][C:7]1[S:22][C:10]2[CH2:11][N:12]([C:15]([O:17][C:18]([CH3:21])([CH3:20])[CH3:19])=[O:16])[CH2:13][CH2:14][C:9]=2[C:8]=1[C:23]([O:25]C)=O)=[O:5].[NH3:31]. Product: [C:23]([C:8]1[C:9]2[CH2:14][CH2:13][N:12]([C:15]([O:17][C:18]([CH3:21])([CH3:20])[CH3:19])=[O:16])[CH2:11][C:10]=2[S:22][C:7]=1[NH:6][C:4](=[O:5])[C:3]1[CH:27]=[CH:28][CH:29]=[CH:30][C:2]=1[Cl:1])(=[O:25])[NH2:31]. The catalyst class is: 5. (3) Reactant: C(S([C:11]1[C:23]2[C:22]3[C:17](=[C:18]([N:25]([CH3:33])[C:26](=[O:32])[O:27][C:28]([CH3:31])([CH3:30])[CH3:29])[CH:19]=[C:20]([F:24])[CH:21]=3)[NH:16][C:15]=2[N:14]=[C:13]([O:34][C:35]2[CH:36]=[N:37][C:38]([S:41](C)(=O)=O)=[N:39][CH:40]=2)[N:12]=1)(=O)=O)C1C=CC=CC=1.[CH2:45]([NH2:50])[CH2:46][CH2:47][CH2:48][NH2:49].S[CH2:52][C:53]([O:55]CC)=[O:54].[OH-].[Na+]. Product: [NH2:49][CH2:48][CH2:47][CH2:46][CH2:45][NH:50][C:11]1[C:23]2[C:22]3[C:17](=[C:18]([N:25]([C:26]([O:27][C:28]([CH3:30])([CH3:31])[CH3:29])=[O:32])[CH3:33])[CH:19]=[C:20]([F:24])[CH:21]=3)[NH:16][C:15]=2[N:14]=[C:13]([O:34][C:35]2[CH:40]=[N:39][C:38]([S:41][CH2:52][C:53]([OH:55])=[O:54])=[N:37][CH:36]=2)[N:12]=1. The catalyst class is: 37. (4) Reactant: [O:1]1[CH:5]=[CH:4][C:3]2[CH:6]=[C:7]([C:10]([NH:12][CH2:13][C:14]([C:16]3[CH:17]=[C:18]([Cl:21])[S:19][CH:20]=3)=[O:15])=[O:11])[CH:8]=[CH:9][C:2]1=2.[H-].[Na+].Br[CH2:25][C:26]([O:28][CH2:29][CH3:30])=[O:27].C(O)(=O)CC(CC(O)=O)(C(O)=O)O. Product: [O:1]1[CH:5]=[CH:4][C:3]2[CH:6]=[C:7]([C:10]([NH:12][CH:13]([C:14]([C:16]3[CH:17]=[C:18]([Cl:21])[S:19][CH:20]=3)=[O:15])[CH2:25][C:26]([O:28][CH2:29][CH3:30])=[O:27])=[O:11])[CH:8]=[CH:9][C:2]1=2. The catalyst class is: 9.